This data is from Forward reaction prediction with 1.9M reactions from USPTO patents (1976-2016). The task is: Predict the product of the given reaction. (1) Given the reactants C([O:8][C:9]1[CH:19]=[C:18]([N+:20]([O-:22])=[O:21])[CH:17]=[CH:16][C:10]=1[O:11][CH2:12][C@H:13]1[CH2:15][O:14]1)C1C=CC=CC=1.C([O-])=O.[Na+].C(O)=O.[OH-].[Na+], predict the reaction product. The product is: [N+:20]([C:18]1[CH:17]=[CH:16][C:10]2[O:11][CH2:12][C@H:13]([CH2:15][OH:14])[O:8][C:9]=2[CH:19]=1)([O-:22])=[O:21]. (2) Given the reactants [S:1]1[CH:5]=[CH:4][N:3]=[C:2]1[CH:6]=[O:7].[BH4-].[Na+].[CH3:10][S:11](Cl)(=[O:13])=[O:12], predict the reaction product. The product is: [S:1]1[CH:5]=[CH:4][N:3]=[C:2]1[CH2:6][O:7][S:11]([CH3:10])(=[O:13])=[O:12].